This data is from Full USPTO retrosynthesis dataset with 1.9M reactions from patents (1976-2016). The task is: Predict the reactants needed to synthesize the given product. Given the product [C:32]([C:34]1[CH:59]=[CH:58][CH:57]=[CH:56][C:35]=1[O:36][C:37]1[C:42]([O:43][C:44]2[CH:45]=[N:46][C:47]([S:50]([CH3:53])(=[O:51])=[O:52])=[CH:48][CH:49]=2)=[CH:41][C:40]2[NH:54][C:7]([C:2]3[CH:3]=[N:4][CH:5]=[CH:6][N:1]=3)=[N:55][C:39]=2[CH:38]=1)#[N:33], predict the reactants needed to synthesize it. The reactants are: [N:1]1[CH:6]=[CH:5][N:4]=[CH:3][C:2]=1[C:7](O)=O.OC1C2N=NNC=2C=CC=1.[H-].CN(C)CCCN=C=NCC.[C:32]([C:34]1[CH:59]=[CH:58][CH:57]=[CH:56][C:35]=1[O:36][C:37]1[CH:38]=[C:39]([NH2:55])[C:40]([NH2:54])=[CH:41][C:42]=1[O:43][C:44]1[CH:45]=[N:46][C:47]([S:50]([CH3:53])(=[O:52])=[O:51])=[CH:48][CH:49]=1)#[N:33].